Dataset: Full USPTO retrosynthesis dataset with 1.9M reactions from patents (1976-2016). Task: Predict the reactants needed to synthesize the given product. (1) Given the product [Cl:36][C:30]1[CH:31]=[C:32]([CH3:35])[CH:33]=[CH:34][C:29]=1[C:28]([N:10]([C@H:11]1[CH2:12][CH2:13][C@H:14]([OH:17])[CH2:15][CH2:16]1)[C:9]1[CH:8]=[C:7]([C:38]#[C:39][C:40]([CH3:41])([CH3:42])[CH3:43])[S:6][C:5]=1[C:3]([OH:4])=[O:2])=[O:37], predict the reactants needed to synthesize it. The reactants are: C[O:2][C:3]([C:5]1[S:6][C:7]([C:38]#[C:39][C:40]([CH3:43])([CH3:42])[CH3:41])=[CH:8][C:9]=1[N:10]([C:28](=[O:37])[C:29]1[CH:34]=[CH:33][C:32]([CH3:35])=[CH:31][C:30]=1[Cl:36])[C@H:11]1[CH2:16][CH2:15][C@H:14]([O:17]C(=O)C2C=CC(C)=CC=2Cl)[CH2:13][CH2:12]1)=[O:4].C1COCC1.[OH-].[Li+].Cl. (2) Given the product [C:20]([C:22]1[CH:27]=[CH:26][C:25]([C:2]2[N:3]=[CH:4][N:5]([CH2:12][O:13][CH2:14][CH2:15][Si:16]([CH3:19])([CH3:18])[CH3:17])[C:6]=2[C:7]([O:9][CH2:10][CH3:11])=[O:8])=[CH:24][CH:23]=1)#[N:21], predict the reactants needed to synthesize it. The reactants are: Br[C:2]1[N:3]=[CH:4][N:5]([CH2:12][O:13][CH2:14][CH2:15][Si:16]([CH3:19])([CH3:18])[CH3:17])[C:6]=1[C:7]([O:9][CH2:10][CH3:11])=[O:8].[C:20]([C:22]1[CH:27]=[CH:26][C:25](B(O)O)=[CH:24][CH:23]=1)#[N:21].C(Cl)Cl.C(=O)([O-])[O-].[K+].[K+]. (3) Given the product [Cl:7][C:8]1[N:16]=[C:15]2[C:11]([N:12]=[CH:13][N:14]2[CH:2]2[CH2:6][CH2:5][S:4][CH2:3]2)=[C:10]([Cl:17])[N:9]=1, predict the reactants needed to synthesize it. The reactants are: O[C:2]1[CH:6]=[CH:5][S:4][CH:3]=1.[Cl:7][C:8]1[N:16]=[C:15]2[C:11]([NH:12][CH:13]=[N:14]2)=[C:10]([Cl:17])[N:9]=1.C1(P(C2C=CC=CC=2)C2C=CC=CC=2)C=CC=CC=1.CCOC(/N=N/C(OCC)=O)=O. (4) Given the product [CH2:8]([C:10]1[C:18]2[C:13](=[CH:14][CH:15]=[CH:16][C:17]=2[NH:19][C:20]([C:22]2[N:26]3[CH:27]=[CH:28][C:29]([N:1]4[CH:5]=[N:4][CH:3]=[N:2]4)=[CH:30][C:25]3=[N:24][CH:23]=2)=[O:21])[N:12]([CH2:32][C:33]2[CH:37]=[CH:36][N:35]([CH2:38][CH3:39])[N:34]=2)[N:11]=1)[CH3:9], predict the reactants needed to synthesize it. The reactants are: [NH:1]1[CH:5]=[N:4][CH:3]=[N:2]1.[H-].[Na+].[CH2:8]([C:10]1[C:18]2[C:13](=[CH:14][CH:15]=[CH:16][C:17]=2[NH:19][C:20]([C:22]2[N:26]3[CH:27]=[CH:28][C:29](F)=[CH:30][C:25]3=[N:24][CH:23]=2)=[O:21])[N:12]([CH2:32][C:33]2[CH:37]=[CH:36][N:35]([CH2:38][CH3:39])[N:34]=2)[N:11]=1)[CH3:9]. (5) Given the product [CH3:29][O:28][C:25]1[CH:24]=[CH:23][C:22]([C:21]2[C:14]3[C:13]([NH:12][C:8]4[CH:7]=[C:6]([CH:11]=[CH:10][CH:9]=4)[O:5][CH2:4][C:3]([OH:36])=[O:2])=[N:18][CH:17]=[N:16][C:15]=3[O:19][C:20]=2[C:30]2[CH:35]=[CH:34][CH:33]=[CH:32][CH:31]=2)=[CH:27][CH:26]=1, predict the reactants needed to synthesize it. The reactants are: C[O:2][C:3](=[O:36])[CH2:4][O:5][C:6]1[CH:11]=[CH:10][CH:9]=[C:8]([NH:12][C:13]2[C:14]3[C:21]([C:22]4[CH:27]=[CH:26][C:25]([O:28][CH3:29])=[CH:24][CH:23]=4)=[C:20]([C:30]4[CH:35]=[CH:34][CH:33]=[CH:32][CH:31]=4)[O:19][C:15]=3[N:16]=[CH:17][N:18]=2)[CH:7]=1.[OH-].[Na+].